From a dataset of Reaction yield outcomes from USPTO patents with 853,638 reactions. Predict the reaction yield, written as a fraction of the theoretical maximum amount of product (1.0 means a 100% yield; for example, 0.34 means a 34% yield). The reactants are [F:1][C:2]1([F:44])[CH2:7][C@H:6]([O:8][C:9]2[C:14]([CH3:15])=[CH:13][C:12]([S:16]([N:19](CC3C=CC(OC)=CC=3OC)[C:20]3[CH:25]=[CH:24][N:23]=[CH:22][N:21]=3)(=[O:18])=[O:17])=[C:11]([F:37])[CH:10]=2)[C@@H:5]([C:38]2[N:42]([CH3:43])[N:41]=[CH:40][CH:39]=2)[CH2:4][CH2:3]1.C([SiH](CC)CC)C.FC(F)(F)C(O)=O. The catalyst is ClCCl. The product is [F:44][C:2]1([F:1])[CH2:7][C@H:6]([O:8][C:9]2[C:14]([CH3:15])=[CH:13][C:12]([S:16]([NH:19][C:20]3[CH:25]=[CH:24][N:23]=[CH:22][N:21]=3)(=[O:18])=[O:17])=[C:11]([F:37])[CH:10]=2)[C@@H:5]([C:38]2[N:42]([CH3:43])[N:41]=[CH:40][CH:39]=2)[CH2:4][CH2:3]1. The yield is 0.530.